Task: Predict the reactants needed to synthesize the given product.. Dataset: Full USPTO retrosynthesis dataset with 1.9M reactions from patents (1976-2016) Given the product [O:9]1[CH2:10][CH2:11][O:12][CH:8]1[C:5]1[CH:6]=[CH:7][C:2]([C:16]2([OH:21])[CH2:20][CH2:19][CH2:18][CH2:17]2)=[CH:3][CH:4]=1, predict the reactants needed to synthesize it. The reactants are: Br[C:2]1[CH:7]=[CH:6][C:5]([CH:8]2[O:12][CH2:11][CH2:10][O:9]2)=[CH:4][CH:3]=1.[Mg].II.[C:16]1(=[O:21])[CH2:20][CH2:19][CH2:18][CH2:17]1.Cl.